This data is from Full USPTO retrosynthesis dataset with 1.9M reactions from patents (1976-2016). The task is: Predict the reactants needed to synthesize the given product. (1) The reactants are: [NH:1]1[CH:5]=[CH:4][N:3]=[N:2]1.Br[CH2:7][C:8]([O:10][CH3:11])=[O:9].C(=O)([O-])[O-].[K+].[K+]. Given the product [N:1]1[N:2]([CH2:7][C:8]([O:10][CH3:11])=[O:9])[N:3]=[CH:4][CH:5]=1, predict the reactants needed to synthesize it. (2) Given the product [CH3:8][O:9][C:10]1[CH:11]=[CH:12][C:13]([CH2:14][N:15]2[CH:19]=[C:18]([C:20]3[CH:21]=[C:22]4[N:27]([C:28]5[CH:29]=[C:30]([NH:31][C:47](=[O:48])[C:46]6[CH:50]=[C:51]([S:53]([F:58])([F:54])([F:55])([F:56])[F:57])[CH:52]=[C:44]([N:38]7[CH2:43][CH2:42][O:41][CH2:40][CH2:39]7)[CH:45]=6)[CH:32]=[CH:33][C:34]=5[CH3:35])[CH:26]=[CH:25][N:23]4[N:24]=3)[CH:17]=[N:16]2)=[CH:36][CH:37]=1, predict the reactants needed to synthesize it. The reactants are: FC(F)(F)C(O)=O.[CH3:8][O:9][C:10]1[CH:37]=[CH:36][C:13]([CH2:14][N:15]2[CH:19]=[C:18]([C:20]3[CH:21]=[C:22]4[N:27]([C:28]5[CH:29]=[C:30]([CH:32]=[CH:33][C:34]=5[CH3:35])[NH2:31])[CH:26]=[CH:25][N:23]4[N:24]=3)[CH:17]=[N:16]2)=[CH:12][CH:11]=1.[N:38]1([C:44]2[CH:45]=[C:46]([CH:50]=[C:51]([S:53]([F:58])([F:57])([F:56])([F:55])[F:54])[CH:52]=2)[C:47](O)=[O:48])[CH2:43][CH2:42][O:41][CH2:40][CH2:39]1.CN(C(ON1N=NC2C=CC=NC1=2)=[N+](C)C)C.F[P-](F)(F)(F)(F)F.CN1CCOCC1.[OH-].[Na+]. (3) Given the product [Cl:1][C:2]1[CH:3]=[CH:4][C:5]([CH2:8][CH2:9][CH:10]([N:13]([O:14][CH3:15])[C:30]([C:29]2[C:25]([CH:24]([F:34])[F:23])=[N:26][N:27]([CH3:33])[CH:28]=2)=[O:31])[CH2:11][F:12])=[CH:6][CH:7]=1, predict the reactants needed to synthesize it. The reactants are: [Cl:1][C:2]1[CH:7]=[CH:6][C:5]([CH2:8][CH2:9][CH:10]([NH:13][O:14][CH3:15])[CH2:11][F:12])=[CH:4][CH:3]=1.C(N(CC)CC)C.[F:23][CH:24]([F:34])[C:25]1[C:29]([C:30](Cl)=[O:31])=[CH:28][N:27]([CH3:33])[N:26]=1.